From a dataset of Forward reaction prediction with 1.9M reactions from USPTO patents (1976-2016). Predict the product of the given reaction. (1) The product is: [F:39][C:40]1[CH:41]=[C:42]([NH:55][C:56]2[CH:61]=[C:60]([OH:62])[CH:59]=[CH:58][C:57]=2[C:64]2[CH:65]=[C:66]3[C:71](=[CH:72][CH:73]=2)[CH:70]=[C:69]([OH:74])[CH:68]=[CH:67]3)[CH:43]=[CH:44][C:45]=1[O:46][CH2:47][CH2:48][N:49]1[CH2:54][CH2:53][CH2:52][CH2:51][CH2:50]1. Given the reactants COC1C=CC(C2C=CC3C(=CC=C(OC)C=3)C=2)=C(N)C=1.BrC1C=CC(OCCN2CCCCC2)=C(F)C=1.[F:39][C:40]1[CH:41]=[C:42]([NH:55][C:56]2[CH:61]=[C:60]([O:62]C)[CH:59]=[CH:58][C:57]=2[C:64]2[CH:73]=[CH:72][C:71]3[C:66](=[CH:67][CH:68]=[C:69]([O:74]C)[CH:70]=3)[CH:65]=2)[CH:43]=[CH:44][C:45]=1[O:46][CH2:47][CH2:48][N:49]1[CH2:54][CH2:53][CH2:52][CH2:51][CH2:50]1, predict the reaction product. (2) Given the reactants Br[C:2]1[S:6][CH:5]=[N:4][C:3]=1[CH3:7].[N:8]1([C:17]([O:19][C:20]([CH3:23])([CH3:22])[CH3:21])=[O:18])[C:16]2[C:11](=[CH:12][CH:13]=[CH:14][CH:15]=2)[CH:10]=[CH:9]1.C([O-])([O-])=O.[Na+].[Na+], predict the reaction product. The product is: [CH3:7][C:3]1[N:4]=[CH:5][S:6][C:2]=1[C:9]1[N:8]([C:17]([O:19][C:20]([CH3:23])([CH3:22])[CH3:21])=[O:18])[C:16]2[C:11]([CH:10]=1)=[CH:12][CH:13]=[CH:14][CH:15]=2.